From a dataset of Reaction yield outcomes from USPTO patents with 853,638 reactions. Predict the reaction yield, written as a fraction of the theoretical maximum amount of product (1.0 means a 100% yield; for example, 0.34 means a 34% yield). The reactants are [CH3:1][O:2][C:3]1[C:8]2[N:9]=[C:10]([NH:12][C:13](=[O:23])[C:14]3[CH:19]=[CH:18][C:17]([CH2:20][NH:21][CH3:22])=[CH:16][CH:15]=3)[S:11][C:7]=2[C:6]([N:24]2[CH2:29][CH2:28][O:27][CH2:26][CH2:25]2)=[CH:5][CH:4]=1.N1C=CC=CC=1.Cl[C:37]([O:39][CH3:40])=[O:38]. No catalyst specified. The product is [CH3:40][O:39][C:37](=[O:38])[N:21]([CH2:20][C:17]1[CH:18]=[CH:19][C:14]([C:13](=[O:23])[NH:12][C:10]2[S:11][C:7]3[C:6]([N:24]4[CH2:25][CH2:26][O:27][CH2:28][CH2:29]4)=[CH:5][CH:4]=[C:3]([O:2][CH3:1])[C:8]=3[N:9]=2)=[CH:15][CH:16]=1)[CH3:22]. The yield is 0.660.